Predict the reactants needed to synthesize the given product. From a dataset of Full USPTO retrosynthesis dataset with 1.9M reactions from patents (1976-2016). (1) Given the product [C:48]([C@@H:14]([C:16]1[CH:17]=[N:18][CH:19]=[CH:20][CH:21]=1)[N:12]([C@H:9]1[C:10]2[C:6](=[C:5]([F:13])[CH:4]=[C:3]([Cl:2])[CH:11]=2)[CH2:7][CH2:8]1)[C:28](=[O:30])[C:27]1[CH:31]=[CH:32][CH:33]=[CH:34][C:26]=1[OH:25])(=[O:50])[NH2:47], predict the reactants needed to synthesize it. The reactants are: Cl.[Cl:2][C:3]1[CH:11]=[C:10]2[C:6]([CH2:7][CH2:8][C@H:9]2[NH2:12])=[C:5]([F:13])[CH:4]=1.[CH:14]([C:16]1[CH:17]=[N:18][CH:19]=[CH:20][CH:21]=1)=O.C([O:25][C:26]1[C:27](=[CH:31][CH:32]=[CH:33][CH:34]=1)[C:28]([OH:30])=O)(=O)C.C1(C2CCC([N+:47]#[C-:48])=CC2)C=CC=CC=1.C[OH:50]. (2) Given the product [CH3:1][C:2]1[CH:3]=[C:4]([CH:30]=[CH:31][C:32]=1[CH3:33])[CH2:5][CH:6]([CH2:10][C:11]([N:12]1[CH2:17][CH2:16][CH:15]([N:18]2[CH2:27][C:26]3[C:21](=[CH:22][CH:23]=[CH:24][CH:25]=3)[NH:20][C:19]2=[O:28])[CH2:14][CH2:13]1)=[O:29])[C:7]([N:47]1[CH2:48][CH2:49][CH:44]([N:41]2[CH2:40][CH2:39][N:38]([S:35]([CH3:34])(=[O:36])=[O:37])[CH2:43][CH2:42]2)[CH2:45][CH2:46]1)=[O:8], predict the reactants needed to synthesize it. The reactants are: [CH3:1][C:2]1[CH:3]=[C:4]([CH:30]=[CH:31][C:32]=1[CH3:33])[CH2:5][CH:6]([CH2:10][C:11](=[O:29])[N:12]1[CH2:17][CH2:16][CH:15]([N:18]2[CH2:27][C:26]3[C:21](=[CH:22][CH:23]=[CH:24][CH:25]=3)[NH:20][C:19]2=[O:28])[CH2:14][CH2:13]1)[C:7](O)=[O:8].[CH3:34][S:35]([N:38]1[CH2:43][CH2:42][N:41]([CH:44]2[CH2:49][CH2:48][NH:47][CH2:46][CH2:45]2)[CH2:40][CH2:39]1)(=[O:37])=[O:36]. (3) The reactants are: [NH2:1][C:2]1[C:3]([Cl:9])=[N:4][CH:5]=[N:6][C:7]=1[Cl:8].[H-].[Na+].[CH3:12]I. Given the product [Cl:9][C:3]1[C:2]([NH:1][CH3:12])=[C:7]([Cl:8])[N:6]=[CH:5][N:4]=1, predict the reactants needed to synthesize it. (4) Given the product [CH3:1][O:2][C:3]1[CH:4]=[CH:5][C:6]([CH:9]([C:17]2[CH:22]=[CH:21][CH:20]=[CH:19][CH:18]=2)[O:10][CH:11]2[CH2:12][CH2:13][N:14]([CH2:24][C:25]3[CH:26]=[C:27]([CH:33]=[CH:34][N:35]=3)[C:28]([O:30][CH2:31][CH3:32])=[O:29])[CH2:15][CH2:16]2)=[CH:7][CH:8]=1, predict the reactants needed to synthesize it. The reactants are: [CH3:1][O:2][C:3]1[CH:8]=[CH:7][C:6]([CH:9]([C:17]2[CH:22]=[CH:21][CH:20]=[CH:19][CH:18]=2)[O:10][CH:11]2[CH2:16][CH2:15][NH:14][CH2:13][CH2:12]2)=[CH:5][CH:4]=1.Cl[CH2:24][C:25]1[CH:26]=[C:27]([CH:33]=[CH:34][N:35]=1)[C:28]([O:30][CH2:31][CH3:32])=[O:29].C(#N)C.C(N(CC)CC)C. (5) Given the product [N+:17]([C:20]1[CH:21]=[C:22]([CH:23]=[C:29]2[C:30](=[O:36])[CH:31]3[CH2:34][CH2:35][N:28]2[CH2:33][CH2:32]3)[CH:25]=[CH:26][CH:27]=1)([O-:19])=[O:18], predict the reactants needed to synthesize it. The reactants are: NC1C=C(CC2CC3CCN2CC3)C=CC=1.[N+:17]([C:20]1[CH:21]=[C:22]([CH:25]=[CH:26][CH:27]=1)[CH:23]=O)([O-:19])=[O:18].[N:28]12[CH2:35][CH2:34][CH:31]([CH2:32][CH2:33]1)[C:30](=[O:36])[CH2:29]2.[OH-].[K+]. (6) Given the product [CH3:1][O:2][C:3]1[C:8]([O:9][CH3:10])=[CH:7][CH:6]=[CH:5][C:4]=1[C:11]1[CH:18]=[CH:17][C:14]([C:15]#[N:16])=[C:13]([NH:27][CH:24]2[CH2:25][CH2:26][CH:21]([OH:20])[CH2:22][CH2:23]2)[CH:12]=1, predict the reactants needed to synthesize it. The reactants are: [CH3:1][O:2][C:3]1[C:8]([O:9][CH3:10])=[CH:7][CH:6]=[CH:5][C:4]=1[C:11]1[CH:18]=[CH:17][C:14]([C:15]#[N:16])=[C:13](F)[CH:12]=1.[OH:20][CH:21]1[CH2:26][CH2:25][CH:24]([NH2:27])[CH2:23][CH2:22]1.C(N(CC)C(C)C)(C)C. (7) Given the product [CH:1]1[CH:2]=[C:3]([CH2:17][C:18]([OH:20])=[O:19])[C:4]([NH2:16])=[C:5]([C:7]([C:9]2[CH:10]=[CH:11][C:12]([Br:15])=[CH:13][CH:14]=2)=[O:8])[CH:6]=1, predict the reactants needed to synthesize it. The reactants are: [CH:1]1[CH:2]=[C:3]([CH2:17][C:18]([O-:20])=[O:19])[C:4]([NH2:16])=[C:5]([C:7]([C:9]2[CH:10]=[CH:11][C:12]([Br:15])=[CH:13][CH:14]=2)=[O:8])[CH:6]=1.[Na+].C1C=C(CC(O)=O)C(N)=C(C(C2C=CC(Br)=CC=2)=O)C=1.C(NCC)C.C1C=C(CC(O)=O)C(N)=C(C(C2C=CC(Br)=CC=2)=O)C=1.NC(CO)(CO)CO.